From a dataset of Catalyst prediction with 721,799 reactions and 888 catalyst types from USPTO. Predict which catalyst facilitates the given reaction. Reactant: [CH:1]1([NH:4][C:5](=[O:22])[C:6]2[CH:11]=[CH:10][C:9]([B:12]3[O:16]C(C)(C)C(C)(C)[O:13]3)=[CH:8][C:7]=2[CH3:21])[CH2:3][CH2:2]1.I([O-])(=O)(=O)=O.[Na+].C([O-])(=O)C.[NH4+].Cl. Product: [CH:1]1([NH:4][C:5]([C:6]2[CH:11]=[CH:10][C:9]([B:12]([OH:16])[OH:13])=[CH:8][C:7]=2[CH3:21])=[O:22])[CH2:2][CH2:3]1. The catalyst class is: 95.